From a dataset of Full USPTO retrosynthesis dataset with 1.9M reactions from patents (1976-2016). Predict the reactants needed to synthesize the given product. The reactants are: [F:1][C:2]1[CH:3]=[C:4]([O:9][CH3:10])[CH:5]=[CH:6][C:7]=1[F:8].C([Li])CCC.[C:16]1(=[O:20])[CH2:19][CH2:18][CH2:17]1.[Cl-].[NH4+]. Given the product [F:1][C:2]1[C:7]([F:8])=[CH:6][CH:5]=[C:4]([O:9][CH3:10])[C:3]=1[C:16]1([OH:20])[CH2:19][CH2:18][CH2:17]1, predict the reactants needed to synthesize it.